Dataset: Full USPTO retrosynthesis dataset with 1.9M reactions from patents (1976-2016). Task: Predict the reactants needed to synthesize the given product. (1) Given the product [F:55][C:56]1[CH:61]=[C:60]([F:62])[CH:59]=[CH:58][C:57]=1[O:63][CH2:36][CH2:37][N:28]1[CH:29]=[CH:30][N:31]=[C:26]([N:23]2[CH2:22][CH2:21][NH:20][CH2:25][CH2:24]2)[C:27]1=[O:32], predict the reactants needed to synthesize it. The reactants are: CN(C(/N=N/C(N(C)C)=O)=O)C.C(OC([N:20]1[CH2:25][CH2:24][N:23]([C:26]2[C:27]([O:32]CCO)=[N:28][CH:29]=[CH:30][N:31]=2)[CH2:22][CH2:21]1)=O)(C)(C)C.[C:36]1(P(C2C=CC=CC=2)C2C=CC=CC=2)C=CC=C[CH:37]=1.[F:55][C:56]1[CH:61]=[C:60]([F:62])[CH:59]=[CH:58][C:57]=1[OH:63]. (2) Given the product [CH3:1][O:2][CH2:3][O:4][C:5]1[C:13]2[CH:12]=[C:11]([C:14]3[O:20][C:18]([CH3:19])=[N:17][N:16]=3)[S:10][C:9]=2[CH:8]=[CH:7][CH:6]=1, predict the reactants needed to synthesize it. The reactants are: [CH3:1][O:2][CH2:3][O:4][C:5]1[C:13]2[CH:12]=[C:11]([C:14]([NH:16][NH:17][C:18](=[O:20])[CH3:19])=O)[S:10][C:9]=2[CH:8]=[CH:7][CH:6]=1.C1(P(C2C=CC=CC=2)C2C=CC=CC=2)C=CC=CC=1.C(N(CC)CC)C.N(C(OCC)=O)=NC(OCC)=O. (3) Given the product [Cl:1][C:20]1[N:19]=[CH:18][CH:33]=[C:32]([CH:34]2[CH2:36][CH2:35]2)[C:21]=1[C:22]([NH:24][CH2:25][CH:26]1[CH2:31][CH2:30][CH2:28][CH2:27]1)=[O:23], predict the reactants needed to synthesize it. The reactants are: [Cl:1]C1C=CC(C(NCC2CCCC2)=O)=CN=1.Cl[C:18]1[CH:33]=[C:32]([CH:34]2[CH2:36][CH2:35]2)[C:21]([C:22]([NH:24][CH2:25][CH:26]2[CH2:31][CH2:30]O[CH2:28][CH2:27]2)=[O:23])=[CH:20][N:19]=1.